This data is from Peptide-MHC class I binding affinity with 185,985 pairs from IEDB/IMGT. The task is: Regression. Given a peptide amino acid sequence and an MHC pseudo amino acid sequence, predict their binding affinity value. This is MHC class I binding data. (1) The MHC is H-2-Kb with pseudo-sequence H-2-Kb. The peptide sequence is FAIFLWPPV. The binding affinity (normalized) is 0.619. (2) The peptide sequence is WSRIGTAATK. The MHC is HLA-A11:01 with pseudo-sequence HLA-A11:01. The binding affinity (normalized) is 0.355. (3) The peptide sequence is VVTVLWALY. The MHC is HLA-A80:01 with pseudo-sequence HLA-A80:01. The binding affinity (normalized) is 0.341. (4) The MHC is HLA-A11:01 with pseudo-sequence HLA-A11:01. The binding affinity (normalized) is 0.833. The peptide sequence is VTSSGAIYK. (5) The peptide sequence is RRKTNLYGF. The binding affinity (normalized) is 0.0847. The MHC is HLA-A24:02 with pseudo-sequence HLA-A24:02. (6) The peptide sequence is WMACHSAAF. The MHC is HLA-A30:01 with pseudo-sequence HLA-A30:01. The binding affinity (normalized) is 0.0847. (7) The peptide sequence is FEFILRYGD. The MHC is HLA-B15:01 with pseudo-sequence HLA-B15:01. The binding affinity (normalized) is 0.0847. (8) The peptide sequence is FLLNKEMYLK. The MHC is HLA-A11:01 with pseudo-sequence HLA-A11:01. The binding affinity (normalized) is 0.535.